From a dataset of Forward reaction prediction with 1.9M reactions from USPTO patents (1976-2016). Predict the product of the given reaction. (1) Given the reactants [H-].[H-].[H-].[H-].[Li+].[Al+3].[N:7]1([C@@H:14]([CH3:18])[C:15]([NH2:17])=O)[CH2:13][CH2:12][CH2:11][CH2:10][CH2:9][CH2:8]1, predict the reaction product. The product is: [N:7]1([C@@H:14]([CH3:18])[CH2:15][NH2:17])[CH2:13][CH2:12][CH2:11][CH2:10][CH2:9][CH2:8]1. (2) Given the reactants Cl[CH2:2][C:3]([C:6]1[N:10]([CH3:11])[C:9]2[CH:12]=[C:13]([Cl:17])[C:14]([Cl:16])=[CH:15][C:8]=2[N:7]=1)([OH:5])[CH3:4].[CH2:18]([SH:20])[CH3:19].C[O-].[Na+], predict the reaction product. The product is: [Cl:16][C:14]1[C:13]([Cl:17])=[CH:12][C:9]2[N:10]([CH3:11])[C:6]([C:3]([OH:5])([CH3:4])[CH2:2][S:20][CH2:18][CH3:19])=[N:7][C:8]=2[CH:15]=1. (3) Given the reactants [F:1][C:2]1[C:7]2[NH:8][C:9](=[O:12])[CH2:10][O:11][C:6]=2[CH:5]=[CH:4][C:3]=1[F:13].C([O-])([O-])=O.[Cs+].[Cs+].[Cl:20][CH2:21][CH2:22][CH2:23]I, predict the reaction product. The product is: [Cl:20][CH2:21][CH2:22][CH2:23][N:8]1[C:7]2[C:2]([F:1])=[C:3]([F:13])[CH:4]=[CH:5][C:6]=2[O:11][CH2:10][C:9]1=[O:12]. (4) Given the reactants [Cl:1][C:2]1[CH:7]=[CH:6][C:5]([O:8][C:9]2[CH:14]=[CH:13][C:12]([CH:15](O)[CH3:16])=[CH:11][CH:10]=2)=[CH:4][C:3]=1[C:18]([F:21])([F:20])[F:19].S(Cl)([Cl:24])=O, predict the reaction product. The product is: [Cl:1][C:2]1[CH:7]=[CH:6][C:5]([O:8][C:9]2[CH:14]=[CH:13][C:12]([CH:15]([Cl:24])[CH3:16])=[CH:11][CH:10]=2)=[CH:4][C:3]=1[C:18]([F:21])([F:20])[F:19].